This data is from Full USPTO retrosynthesis dataset with 1.9M reactions from patents (1976-2016). The task is: Predict the reactants needed to synthesize the given product. (1) Given the product [CH3:12][N:13]1[C:17]([C:2]2[CH:7]=[CH:6][C:5]([C:8](=[O:11])[CH2:9][CH3:10])=[CH:4][CH:3]=2)=[CH:16][CH:15]=[C:14]1[C:18]#[N:19], predict the reactants needed to synthesize it. The reactants are: Br[C:2]1[CH:7]=[CH:6][C:5]([C:8](=[O:11])[CH2:9][CH3:10])=[CH:4][CH:3]=1.[CH3:12][N:13]1[CH:17]=[CH:16][CH:15]=[C:14]1[C:18]#[N:19]. (2) Given the product [CH2:1]([O:3][C:4](=[O:9])[CH:5]([CH2:11][C:12]([C:14]1[CH:19]=[CH:18][CH:17]=[C:16]([O:20][CH3:21])[CH:15]=1)=[O:13])[C:6](=[O:7])[CH3:8])[CH3:2], predict the reactants needed to synthesize it. The reactants are: [CH2:1]([O:3][C:4](=[O:9])[CH2:5][C:6]([CH3:8])=[O:7])[CH3:2].Br[CH2:11][C:12]([C:14]1[CH:19]=[CH:18][CH:17]=[C:16]([O:20][CH3:21])[CH:15]=1)=[O:13].ClCC(=O)C. (3) Given the product [Cl:1][C:2]1[CH:7]=[CH:6][CH:5]=[C:4]([F:8])[C:3]=1[NH:9][C:10]1[NH:11][C:12]2[C:18]3[CH2:19][C:20]([CH3:23])([CH3:22])[O:21][C:17]=3[C:16]([C:24]([NH:39][C:38]3[CH:40]=[C:34]([CH:31]4[CH2:32][CH2:33]4)[CH:35]=[CH:36][C:37]=3[F:41])=[O:25])=[CH:15][C:13]=2[N:14]=1, predict the reactants needed to synthesize it. The reactants are: [Cl:1][C:2]1[CH:7]=[CH:6][CH:5]=[C:4]([F:8])[C:3]=1[NH:9][C:10]1[NH:11][C:12]2[C:18]3[CH2:19][C:20]([CH3:23])([CH3:22])[O:21][C:17]=3[C:16]([C:24](O)=[O:25])=[CH:15][C:13]=2[N:14]=1.S(Cl)(Cl)=O.[CH:31]1([C:34]2[CH:35]=[CH:36][C:37]([F:41])=[C:38]([CH:40]=2)[NH2:39])[CH2:33][CH2:32]1.CCN(C(C)C)C(C)C. (4) Given the product [C:1]([O:5][C:6](=[O:7])[NH:8][C@@H:9]([C:10](=[O:11])[NH:39][C@H:42]([C:43](=[O:44])[NH:45][C:46]1[S:47][CH:48]=[C:49]([C:51](=[O:54])[CH2:52][CH3:53])[N:50]=1)[C@H:55]([C:57]1[CH:62]=[CH:61][CH:60]=[CH:59][CH:58]=1)[CH3:56])[C:13]1[CH:18]=[CH:17][C:16]([O:19][CH2:20][CH2:21][N:22]2[CH2:27][CH2:26][CH2:25][CH2:24][CH2:23]2)=[CH:15][CH:14]=1)([CH3:3])([CH3:4])[CH3:2], predict the reactants needed to synthesize it. The reactants are: [C:1]([O:5][C:6]([NH:8][C@H:9]([C:13]1[CH:18]=[CH:17][C:16]([O:19][CH2:20][CH2:21][N:22]2[CH2:27][CH2:26][CH2:25][CH2:24][CH2:23]2)=[CH:15][CH:14]=1)[C:10](O)=[O:11])=[O:7])([CH3:4])([CH3:3])[CH3:2].COC1C=CC([C@@H]2C(=O)[N:39]([C@@H:42]([C@H:55]([C:57]3[CH:62]=[CH:61][CH:60]=[CH:59][CH:58]=3)[CH3:56])[C:43]([NH:45][C:46]3[S:47][CH:48]=[C:49]([C:51](=[O:54])[CH2:52][CH3:53])[N:50]=3)=[O:44])C(=O)N2)=CC=1.Cl.CN(C)CCCN=C=NCC. (5) Given the product [C:30]([NH:33][N:34]=[C:10]1[C@@H:9]([CH2:13][C:14]([O:16][CH2:17][CH3:18])=[O:15])[O:8][C@H:7]([C:19]2[CH:24]=[CH:23][CH:22]=[C:21]([O:25][CH3:26])[C:20]=2[O:27][CH3:28])[C:6]2[CH:29]=[C:2]([Cl:1])[CH:3]=[CH:4][C:5]=2[NH:11]1)(=[O:32])[CH3:31], predict the reactants needed to synthesize it. The reactants are: [Cl:1][C:2]1[CH:3]=[CH:4][C:5]2[NH:11][C:10](=S)[C@@H:9]([CH2:13][C:14]([O:16][CH2:17][CH3:18])=[O:15])[O:8][C@H:7]([C:19]3[CH:24]=[CH:23][CH:22]=[C:21]([O:25][CH3:26])[C:20]=3[O:27][CH3:28])[C:6]=2[CH:29]=1.[C:30]([NH:33][NH2:34])(=[O:32])[CH3:31]. (6) Given the product [OH:57][CH:2]([CH2:3][OH:48])[CH2:1][C:4]1[CH:9]=[C:8]([C:10]([F:11])([F:12])[F:13])[CH:7]=[CH:6][C:5]=1[C:14]1[C:23]2[C:18](=[CH:19][C:20]([S:24]([N:27]([CH2:33][C:34]3[CH:39]=[CH:38][C:37]([O:40][CH3:41])=[CH:36][C:35]=3[O:42][CH3:43])[C:28]3[S:29][CH:30]=[CH:31][N:32]=3)(=[O:25])=[O:26])=[CH:21][CH:22]=2)[CH:17]=[CH:16][N:15]=1, predict the reactants needed to synthesize it. The reactants are: [CH2:1]([C:4]1[CH:9]=[C:8]([C:10]([F:13])([F:12])[F:11])[CH:7]=[CH:6][C:5]=1[C:14]1[C:23]2[C:18](=[CH:19][C:20]([S:24]([N:27]([CH2:33][C:34]3[CH:39]=[CH:38][C:37]([O:40][CH3:41])=[CH:36][C:35]=3[O:42][CH3:43])[C:28]3[S:29][CH:30]=[CH:31][N:32]=3)(=[O:26])=[O:25])=[CH:21][CH:22]=2)[CH:17]=[CH:16][N:15]=1)[CH:2]=[CH2:3].C[N+]1([O-])CC[O:48]CC1.CC(O)(C)C.[OH2:57]. (7) Given the product [NH2:2][CH2:3][C:4]1[CH:5]=[C:6]([C:14]2[CH:22]=[C:21]3[C:17]([CH2:18][CH2:19][CH:20]3[O:23][C:24]3[CH:29]=[CH:28][CH:27]=[CH:26][C:25]=3[CH2:30][C:31]([OH:33])=[O:32])=[CH:16][CH:15]=2)[CH:7]=[CH:8][CH:9]=1, predict the reactants needed to synthesize it. The reactants are: Cl.[NH2:2][CH2:3][C:4]1[CH:5]=[C:6](B(O)O)[CH:7]=[CH:8][CH:9]=1.Br[C:14]1[CH:22]=[C:21]2[C:17]([CH2:18][CH2:19][CH:20]2[O:23][C:24]2[CH:29]=[CH:28][CH:27]=[CH:26][C:25]=2[CH2:30][C:31]([O:33]C)=[O:32])=[CH:16][CH:15]=1.C(#N)C.[O-]P([O-])([O-])=O.[K+].[K+].[K+].